From a dataset of Full USPTO retrosynthesis dataset with 1.9M reactions from patents (1976-2016). Predict the reactants needed to synthesize the given product. (1) Given the product [F:1][C:2]([F:7])([F:6])[C@H:3]([O:5][C:9](=[O:10])[O:11][C:12]1[CH:13]=[CH:14][C:15]([N+:18]([O-:20])=[O:19])=[CH:16][CH:17]=1)[CH3:4], predict the reactants needed to synthesize it. The reactants are: [F:1][C:2]([F:7])([F:6])[C@H:3]([OH:5])[CH3:4].Cl[C:9]([O:11][C:12]1[CH:17]=[CH:16][C:15]([N+:18]([O-:20])=[O:19])=[CH:14][CH:13]=1)=[O:10]. (2) The reactants are: COC([C:5]1[C:13]2[C:8](=[CH:9][C:10]([Br:14])=[CH:11][CH:12]=2)[N:7]([CH3:15])[CH:6]=1)=O.[CH3:16][O:17][C:18](C1NC2C(C=1)=CC=C(Br)C=2)=[O:19]. Given the product [CH3:16][O:17][C:18]([C:6]1[N:7]([CH3:15])[C:8]2[C:13]([CH:5]=1)=[CH:12][CH:11]=[C:10]([Br:14])[CH:9]=2)=[O:19], predict the reactants needed to synthesize it. (3) Given the product [C:4]1([C:1](=[O:3])[CH2:2][CH2:24][N:20]2[CH2:21][CH2:22][N:17]([C:11]3[CH:16]=[CH:15][CH:14]=[CH:13][CH:12]=3)[CH2:18][CH2:19]2)[CH:9]=[CH:8][CH:7]=[CH:6][CH:5]=1, predict the reactants needed to synthesize it. The reactants are: [C:1]([C:4]1[CH:9]=[CH:8][CH:7]=[CH:6][CH:5]=1)(=[O:3])[CH3:2].Cl.[C:11]1([N:17]2[CH2:22][CH2:21][NH:20][CH2:19][CH2:18]2)[CH:16]=[CH:15][CH:14]=[CH:13][CH:12]=1.Cl.[CH2:24]=O. (4) Given the product [OH:6][NH:5][C:4](=[N:45][CH2:44][C:39]1[CH:40]=[CH:41][CH:42]=[CH:43][N:38]=1)[C:3]1[CH:7]=[CH:8][C:9]([C:11]2[CH2:15][C:14]([C:26]([F:29])([F:27])[F:28])([C:16]3[CH:21]=[CH:20][CH:19]=[C:18]([C:22]([F:24])([F:25])[F:23])[CH:17]=3)[O:13][N:12]=2)=[CH:10][C:2]=1[CH3:1], predict the reactants needed to synthesize it. The reactants are: [CH3:1][C:2]1[CH:10]=[C:9]([C:11]2[CH2:15][C:14]([C:26]([F:29])([F:28])[F:27])([C:16]3[CH:21]=[CH:20][CH:19]=[C:18]([C:22]([F:25])([F:24])[F:23])[CH:17]=3)[O:13][N:12]=2)[CH:8]=[CH:7][C:3]=1[CH:4]=[N:5][OH:6].ClN1C(=O)CCC1=O.[N:38]1[CH:43]=[CH:42][CH:41]=[CH:40][C:39]=1[CH2:44][NH2:45].C(N(CC)CC)C. (5) The reactants are: Br[CH2:2][C:3]1[CH:12]=[CH:11][C:6]([C:7]([O:9][CH3:10])=[O:8])=[CH:5][C:4]=1[F:13].[C-:14]#[N:15].[Na+]. Given the product [C:14]([CH2:2][C:3]1[CH:12]=[CH:11][C:6]([C:7]([O:9][CH3:10])=[O:8])=[CH:5][C:4]=1[F:13])#[N:15], predict the reactants needed to synthesize it.